Dataset: Forward reaction prediction with 1.9M reactions from USPTO patents (1976-2016). Task: Predict the product of the given reaction. Given the reactants [O:1]=[CH:2][C@H:3]([C@H:5]([CH2:7][OH:8])[OH:6])[OH:4].[CH2:9]([OH:16])[C@@H:10]([C@@H:12]([CH2:14][OH:15])[OH:13])[OH:11], predict the reaction product. The product is: [OH:1][CH2:2][C:3]([C@H:5]([CH2:7][OH:8])[OH:6])=[O:4].[O:15]=[CH:14][C@H:12]([C@H:10]([CH2:9][OH:16])[OH:11])[OH:13].